From a dataset of Reaction yield outcomes from USPTO patents with 853,638 reactions. Predict the reaction yield, written as a fraction of the theoretical maximum amount of product (1.0 means a 100% yield; for example, 0.34 means a 34% yield). (1) The reactants are [C:9](O[C:9]([O:11][C:12]([CH3:15])([CH3:14])[CH3:13])=[O:10])([O:11][C:12]([CH3:15])([CH3:14])[CH3:13])=[O:10].[NH2:16][C:17]1[C:18]2[N:19]([CH:41]=[C:42]([Br:44])[N:43]=2)[CH2:20][C@:21]([C:24]2[CH:25]=[C:26]([NH:31][C:32]([C:34]3[CH:39]=[CH:38][C:37]([F:40])=[CH:36][N:35]=3)=[O:33])[CH:27]=[CH:28][C:29]=2[F:30])([CH3:23])[N:22]=1. The yield is 1.00. The catalyst is C([O-])(O)=O.[Na+].C1COCC1. The product is [Br:44][C:42]1[N:43]=[C:18]2[C:17]([NH:16][C:9](=[O:10])[O:11][C:12]([CH3:13])([CH3:14])[CH3:15])=[N:22][C@@:21]([C:24]3[CH:25]=[C:26]([NH:31][C:32]([C:34]4[CH:39]=[CH:38][C:37]([F:40])=[CH:36][N:35]=4)=[O:33])[CH:27]=[CH:28][C:29]=3[F:30])([CH3:23])[CH2:20][N:19]2[CH:41]=1. (2) The reactants are C([O:4][CH2:5][C:6]1[C:11]([N:12]2[CH2:24][CH2:23][N:15]3[C:16]4[CH2:17][CH2:18][CH2:19][CH2:20][C:21]=4[CH:22]=[C:14]3[C:13]2=[O:25])=[CH:10][C:9]([F:26])=[CH:8][C:7]=1[C:27]1[CH:32]=[C:31]([NH:33][C:34]2[CH:39]=[CH:38][C:37]([N:40]3[CH2:45][CH2:44][N:43]([CH:46]4[CH2:49][O:48][CH2:47]4)[CH2:42][C:41]3([CH3:51])[CH3:50])=[CH:36][N:35]=2)[C:30](=[O:52])[N:29]([CH3:53])[CH:28]=1)(=O)C.[OH-].[Li+].C(O)(C)C.C1COCC1. The catalyst is O. The product is [CH3:50][C:41]1([CH3:51])[CH2:42][N:43]([CH:46]2[CH2:49][O:48][CH2:47]2)[CH2:44][CH2:45][N:40]1[C:37]1[CH:38]=[CH:39][C:34]([NH:33][C:31]2[C:30](=[O:52])[N:29]([CH3:53])[CH:28]=[C:27]([C:7]3[C:6]([CH2:5][OH:4])=[C:11]([N:12]4[CH2:24][CH2:23][N:15]5[C:16]6[CH2:17][CH2:18][CH2:19][CH2:20][C:21]=6[CH:22]=[C:14]5[C:13]4=[O:25])[CH:10]=[C:9]([F:26])[CH:8]=3)[CH:32]=2)=[N:35][CH:36]=1. The yield is 0.570. (3) The reactants are C([NH:8][C@@H:9]([C:17]([N:19]1[CH2:24][CH2:23][CH:22]([CH:25]2[CH2:30][CH2:29][N:28]([CH3:31])[CH2:27][CH2:26]2)[CH2:21][CH2:20]1)=[O:18])[CH2:10][CH:11]1[CH2:16][CH2:15][CH2:14][CH2:13][CH2:12]1)(OC(C)(C)C)=O.C1(OC)C=CC=CC=1.[ClH:40]. The catalyst is CO. The product is [ClH:40].[ClH:40].[CH:11]1([CH2:10][C@H:9]([C:17]([N:19]2[CH2:20][CH2:21][CH:22]([CH:25]3[CH2:26][CH2:27][N:28]([CH3:31])[CH2:29][CH2:30]3)[CH2:23][CH2:24]2)=[O:18])[NH2:8])[CH2:16][CH2:15][CH2:14][CH2:13][CH2:12]1. The yield is 0.980.